Dataset: Full USPTO retrosynthesis dataset with 1.9M reactions from patents (1976-2016). Task: Predict the reactants needed to synthesize the given product. (1) Given the product [Cl:10][C:11]1[N:20]=[C:19]([N:22]2[CH2:26][CH2:25][C@H:24]([C:27]([NH:4][CH3:1])=[O:29])[CH2:23]2)[C:18]2[CH2:17][CH2:16][CH2:15][CH2:14][C:13]=2[N:12]=1, predict the reactants needed to synthesize it. The reactants are: [CH:1]([N:4](C(C)C)CC)(C)C.[Cl:10][C:11]1[N:20]=[C:19](Cl)[C:18]2[CH2:17][CH2:16][CH2:15][CH2:14][C:13]=2[N:12]=1.[NH:22]1[CH2:26][CH2:25][C@H:24]([C:27]([OH:29])=O)[CH2:23]1.Cl.CN.Cl.CN(C)CCCN=C=NCC.O.ON1C2C=CC=CC=2N=N1. (2) Given the product [C:14]([O:13][C:11]([NH:10][C:9]([N:18]1[CH2:27][CH2:26][C:25]2[C:20](=[CH:21][C:22]([O:28][CH2:29][CH:30]3[CH2:35][CH2:34][N:33]([C:36](=[NH:38])[CH3:37])[CH2:32][CH2:31]3)=[CH:23][CH:24]=2)[CH2:19]1)=[N:8][C:6]([O:5][C:1]([CH3:2])([CH3:3])[CH3:4])=[O:7])=[O:12])([CH3:17])([CH3:16])[CH3:15], predict the reactants needed to synthesize it. The reactants are: [C:1]([O:5][C:6]([NH:8][C:9]([N:18]1[CH2:27][CH2:26][C:25]2[C:20](=[CH:21][C:22]([O:28][CH2:29][CH:30]3[CH2:35][CH2:34][NH:33][CH2:32][CH2:31]3)=[CH:23][CH:24]=2)[CH2:19]1)=[N:10][C:11]([O:13][C:14]([CH3:17])([CH3:16])[CH3:15])=[O:12])=[O:7])([CH3:4])([CH3:3])[CH3:2].[CH2:36]([N:38](CC)CC)[CH3:37].Cl.C(OC(=N)C)C.C(OCC)(=O)C. (3) Given the product [F:1][C:2]1[CH:3]=[CH:4][C:5]2[N:6]([CH:10]=[CH:11][N:8]=2)[N:7]=1, predict the reactants needed to synthesize it. The reactants are: [F:1][C:2]1[N:7]=[N:6][C:5]([NH2:8])=[CH:4][CH:3]=1.Cl[CH2:10][CH:11]=O. (4) Given the product [NH2:30][CH2:29][CH2:28][S:27][CH2:26][CH2:25][CH2:24][N:22]1[CH:23]=[C:19]([C:15]2[N:14]=[C:13]([C:11]([NH:10][C:9]3[C:5]([C:3]([O-:4])=[O:2])=[N:6][N:7]([CH:31]4[CH2:32][CH2:33][O:34][CH2:35][CH2:36]4)[CH:8]=3)=[O:12])[CH:18]=[CH:17][CH:16]=2)[CH:20]=[N:21]1.[Li+:39], predict the reactants needed to synthesize it. The reactants are: C[O:2][C:3]([C:5]1[C:9]([NH:10][C:11]([C:13]2[CH:18]=[CH:17][CH:16]=[C:15]([C:19]3[CH:20]=[N:21][N:22]([CH2:24][CH2:25][CH2:26][S:27][CH2:28][CH2:29][NH2:30])[CH:23]=3)[N:14]=2)=[O:12])=[CH:8][N:7]([CH:31]2[CH2:36][CH2:35][O:34][CH2:33][CH2:32]2)[N:6]=1)=[O:4].O.[OH-].[Li+:39]. (5) Given the product [CH3:33]/[CH:34]=[CH:35]/[C:36]1[CH:37]=[C:38]([O:46][CH3:47])[C:39]([O:44][CH3:45])=[CH:40][C:41]=1[O:42][CH3:43].[CH3:33]/[CH:34]=[CH:35]\[C:36]1[CH:37]=[C:38]([O:46][CH3:47])[C:39]([O:44][CH3:45])=[CH:40][C:41]=1[O:42][CH3:43], predict the reactants needed to synthesize it. The reactants are: C1(OC)C(=CC=C(C=1)CC=C)O.C12CC(C1(C)C)CCC=2C.C12CC(CC1)C(=C)C2(C)C.[CH3:33]/[CH:34]=[CH:35]/[C:36]1[C:41]([O:42][CH3:43])=[CH:40][C:39]([O:44][CH3:45])=[C:38]([O:46][CH3:47])[CH:37]=1. (6) Given the product [Br:19][C:20]1[CH:21]=[CH:22][C:23]2[N:24]([C:28]([CH:29]([C:31]3[CH:36]=[CH:35][C:34]4[N:33]([CH:9]=[C:10]([NH:14][C:15]([CH:16]5[CH2:17][CH2:18]5)=[O:40])[N:11]=4)[N:32]=3)[CH3:30])=[N:27][N:26]=2)[CH:25]=1.[Cl:1][C:2]1[N:7]=[N:6][C:5]([CH2:8][CH2:9][C:10]2[N:14]3[CH:15]=[CH:16][CH:17]=[CH:18][C:13]3=[N:12][N:11]=2)=[CH:4][CH:3]=1, predict the reactants needed to synthesize it. The reactants are: [Cl:1][C:2]1[N:7]=[N:6][C:5]([CH2:8][CH2:9][C:10]2[N:14]3[CH:15]=[CH:16][CH:17]=[CH:18][C:13]3=[N:12][N:11]=2)=[CH:4][CH:3]=1.[Br:19][C:20]1[CH:21]=[CH:22][C:23]([NH:26][NH:27][C:28](=O)[CH:29]([C:31]2[N:32]=[N:33][C:34](Cl)=[CH:35][CH:36]=2)[CH3:30])=[N:24][CH:25]=1.P(Cl)(Cl)(Cl)=[O:40]. (7) Given the product [CH2:1]([N:3]([C:12](=[O:25])[C:13]1[CH:18]=[C:17]([CH3:19])[CH:16]=[CH:15][C:14]=1[N:20]1[N:21]=[CH:22][CH:23]=[N:24]1)[C@@H:4]([CH3:11])[CH2:5][C:6]([OH:8])=[O:7])[CH3:2], predict the reactants needed to synthesize it. The reactants are: [CH2:1]([N:3]([C:12](=[O:25])[C:13]1[CH:18]=[C:17]([CH3:19])[CH:16]=[CH:15][C:14]=1[N:20]1[N:24]=[CH:23][CH:22]=[N:21]1)[C@@H:4]([CH3:11])[CH2:5][C:6]([O:8]CC)=[O:7])[CH3:2].[OH-].[Na+].CCOC(C)=O. (8) The reactants are: [CH2:1]1[C@H:6](N)[C@@H:5](O[C@H]2O[C@H](CN)[C@@H](O)[C@H](O)[C@H]2O)[C@H:4](O)[C@@H:3](O[C@H]2O[C@H](CO)[C@@H](O)[C@H](N)[C@H]2O)[C@@H:2]1N.C[C@@H]1[O:39][C@@H:38]([O:40][C@H]2[C@H](O)[C@@H](O)[C@H](NC(N)=N)[C@@H](O)[C@@H]2NC(N)=N)[C@H:37]([O:58][C@@H]2O[C@@H](CO)[C@H](O)[C@@H](O)[C@@H]2NC)[C@@]1(O)C=O.CC(S[C@@H]1O[C@H](CO)[C@H](O)[C@H](O)[C@H]1O)C.C1(C(O)CO)C=CC=CC=1.FC(F)(F)C(O)=O. Given the product [C:38]([OH:40])(=[O:39])[CH:37]([C:6]1[CH:5]=[CH:4][CH:3]=[CH:2][CH:1]=1)[OH:58], predict the reactants needed to synthesize it.